From a dataset of Full USPTO retrosynthesis dataset with 1.9M reactions from patents (1976-2016). Predict the reactants needed to synthesize the given product. (1) Given the product [Br:12][C:6]1[C:7]([N+:9]([O-:11])=[O:10])=[CH:8][C:3]([OH:2])=[C:4]([F:13])[CH:5]=1, predict the reactants needed to synthesize it. The reactants are: C(=O)(OCC)[O:2][C:3]1[CH:8]=[C:7]([N+:9]([O-:11])=[O:10])[C:6]([Br:12])=[CH:5][C:4]=1[F:13].C(=O)(O)[O-].[Na+]. (2) The reactants are: [CH3:1][O:2][C:3](=[O:15])[C:4]([CH:6]([OH:14])[C:7]1[CH:8]=[N:9][C:10]([CH3:13])=[N:11][CH:12]=1)=[CH2:5].[C:16](OC(=O)C)(=[O:18])[CH3:17].C([O-])(O)=O.[Na+]. Given the product [CH3:1][O:2][C:3](=[O:15])[C:4]([CH:6]([O:14][C:16](=[O:18])[CH3:17])[C:7]1[CH:12]=[N:11][C:10]([CH3:13])=[N:9][CH:8]=1)=[CH2:5], predict the reactants needed to synthesize it. (3) Given the product [OH:28][C@@H:3]([CH2:2][OH:1])[CH2:4][O:1][C:2]1[CH:7]=[CH:6][C:5]([CH2:8][CH2:9][CH2:10][C@@H:11]2[CH2:15][NH:14]/[C:13](=[N:16]/[C:17]([C:19]3[C:24]([NH2:25])=[N:23][C:22]([NH2:26])=[C:21]([Cl:27])[N:20]=3)=[O:18])/[NH:12]2)=[CH:4][CH:3]=1, predict the reactants needed to synthesize it. The reactants are: [OH:1][C:2]1[CH:7]=[CH:6][C:5]([CH2:8][CH2:9][CH2:10][C@@H:11]2[CH2:15][NH:14]/[C:13](=[N:16]\[C:17]([C:19]3[C:24]([NH2:25])=[N:23][C:22]([NH2:26])=[C:21]([Cl:27])[N:20]=3)=[O:18])/[NH:12]2)=[CH:4][CH:3]=1.[OH-:28].[K+]. (4) Given the product [O:23]=[C:18]1[CH2:17][CH2:16][C:15]2[CH:14]=[C:13]([C:6]3[CH:7]=[CH:8][C:3]([C:1]#[N:2])=[CH:4][CH:5]=3)[CH:22]=[CH:21][C:20]=2[CH2:19]1, predict the reactants needed to synthesize it. The reactants are: [C:1]([C:3]1[CH:8]=[CH:7][C:6](B(O)O)=[CH:5][CH:4]=1)#[N:2].Br[C:13]1[CH:14]=[C:15]2[C:20](=[CH:21][CH:22]=1)[CH2:19][C:18](=[O:23])[CH2:17][CH2:16]2.